This data is from Reaction yield outcomes from USPTO patents with 853,638 reactions. The task is: Predict the reaction yield, written as a fraction of the theoretical maximum amount of product (1.0 means a 100% yield; for example, 0.34 means a 34% yield). (1) The reactants are [Cl:1][C:2]1[C:11]([F:12])=[CH:10][C:9]([NH2:13])=[C:8]2[C:3]=1[CH:4]=[CH:5][CH:6]=[N:7]2.[C:14]1([S:20](Cl)(=[O:22])=[O:21])[CH:19]=[CH:18][CH:17]=[CH:16][CH:15]=1. The catalyst is CN(C1C=CN=CC=1)C. The product is [Cl:1][C:2]1[C:11]([F:12])=[CH:10][C:9]([NH:13][S:20]([C:14]2[CH:19]=[CH:18][CH:17]=[CH:16][CH:15]=2)(=[O:22])=[O:21])=[C:8]2[C:3]=1[CH:4]=[CH:5][CH:6]=[N:7]2. The yield is 0.160. (2) The product is [CH3:31][O:30][C:25]1[CH:26]=[CH:27][CH:28]=[CH:29][C:24]=1[S:21]([NH:20][CH2:19][C:16]1[CH:17]=[CH:18][C:13]([C:7]2[CH:8]=[C:3]([C:1]#[N:2])[CH:4]=[CH:5][CH:6]=2)=[CH:14][CH:15]=1)(=[O:23])=[O:22]. The catalyst is C1C=CC(P(C2C=CC=CC=2)C2C=CC=CC=2)=CC=1.C1C=CC(P(C2C=CC=CC=2)C2C=CC=CC=2)=CC=1.Cl[Pd]Cl.C(#N)C. The reactants are [C:1]([C:3]1[CH:4]=[C:5](B(O)O)[CH:6]=[CH:7][CH:8]=1)#[N:2].Br[C:13]1[CH:18]=[CH:17][C:16]([CH2:19][NH:20][S:21]([C:24]2[CH:29]=[CH:28][CH:27]=[CH:26][C:25]=2[O:30][CH3:31])(=[O:23])=[O:22])=[CH:15][CH:14]=1.C([O-])([O-])=O.[Na+].[Na+]. The yield is 0.820. (3) The reactants are I.[NH2:2][CH2:3][CH2:4][CH2:5][NH:6][C:7]1[C:8]([C:12]2[N:16]([C:17]3[CH:22]=[CH:21][C:20]([F:23])=[C:19]([Br:24])[CH:18]=3)[C:15](=[O:25])[O:14][N:13]=2)=[N:9][O:10][N:11]=1.[S:26](N)([NH2:29])(=[O:28])=[O:27]. The catalyst is N1C=CC=CC=1. The product is [Br:24][C:19]1[CH:18]=[C:17]([N:16]2[C:15](=[O:25])[O:14][N:13]=[C:12]2[C:8]2[C:7]([NH:6][CH2:5][CH2:4][CH2:3][NH:2][S:26]([NH2:29])(=[O:28])=[O:27])=[N:11][O:10][N:9]=2)[CH:22]=[CH:21][C:20]=1[F:23]. The yield is 0.710. (4) The reactants are [Cl:1][C:2]1[C:3]([C:18]2[N:22]=[C:21]([C:23]3[N:24]=[C:25]4[C:30]([C:31]#[N:32])=[CH:29][C:28]([CH3:33])=[CH:27][N:26]4[CH:34]=3)[O:20][N:19]=2)=[CH:4][C:5]([F:17])=[C:6]([CH2:8][CH2:9][C:10]([O:12]C(C)(C)C)=[O:11])[CH:7]=1. The catalyst is C(O)(C(F)(F)F)=O.ClCCl. The product is [Cl:1][C:2]1[C:3]([C:18]2[N:22]=[C:21]([C:23]3[N:24]=[C:25]4[C:30]([C:31]#[N:32])=[CH:29][C:28]([CH3:33])=[CH:27][N:26]4[CH:34]=3)[O:20][N:19]=2)=[CH:4][C:5]([F:17])=[C:6]([CH2:8][CH2:9][C:10]([OH:12])=[O:11])[CH:7]=1. The yield is 0.790. (5) The reactants are [CH2:1]([O:3][C:4](=[O:34])[CH:5]([C:9]1[C:10]([C:23]2[CH:28]=[CH:27][C:26]([CH3:29])=[CH:25][C:24]=2[O:30]CC=C)=[C:11]2[C:18]3[CH2:19][CH2:20][CH2:21][CH2:22][C:17]=3[S:16][C:12]2=[N:13][C:14]=1[CH3:15])[O:6][CH2:7][CH3:8])[CH3:2].CN1C(=O)CC(=O)N(C)C1=O. The catalyst is ClCCl. The product is [CH2:1]([O:3][C:4](=[O:34])[CH:5]([O:6][CH2:7][CH3:8])[C:9]1[C:10]([C:23]2[CH:28]=[CH:27][C:26]([CH3:29])=[CH:25][C:24]=2[OH:30])=[C:11]2[C:18]3[CH2:19][CH2:20][CH2:21][CH2:22][C:17]=3[S:16][C:12]2=[N:13][C:14]=1[CH3:15])[CH3:2]. The yield is 0.950. (6) The reactants are [F:1][C:2]([F:7])([F:6])[C:3]([OH:5])=[O:4].[CH2:8]([O:13][C:14]1([C:25]2[CH:30]=[CH:29][CH:28]=[CH:27][CH:26]=2)[CH2:17][N:16](C(OC(C)(C)C)=O)[CH2:15]1)[CH2:9][CH2:10][CH2:11][CH3:12]. The catalyst is ClCCl. The product is [F:1][C:2]([F:7])([F:6])[C:3]([OH:5])=[O:4].[CH2:8]([O:13][C:14]1([C:25]2[CH:30]=[CH:29][CH:28]=[CH:27][CH:26]=2)[CH2:17][NH:16][CH2:15]1)[CH2:9][CH2:10][CH2:11][CH3:12]. The yield is 1.00. (7) The reactants are [NH2:1][C:2]1[S:3][C:4]([C:12]2[CH:17]=[CH:16][N:15]([CH2:18][CH3:19])[C:14](=[O:20])[CH:13]=2)=[C:5]([C:7]2[O:8][CH:9]=[CH:10][CH:11]=2)[N:6]=1.[C:21](O)(=[O:28])[C:22]1[CH:27]=[CH:26][N:25]=[CH:24][CH:23]=1.C1CN([P+](ON2N=NC3C=CC=CC2=3)(N2CCCC2)N2CCCC2)CC1.F[P-](F)(F)(F)(F)F.C(N(CC)CC)C. The catalyst is CN(C=O)C.O. The product is [CH2:18]([N:15]1[CH:16]=[CH:17][C:12]([C:4]2[S:3][C:2]([NH:1][C:21]([C:22]3[CH:27]=[CH:26][N:25]=[CH:24][CH:23]=3)=[O:28])=[N:6][C:5]=2[C:7]2[O:8][CH:9]=[CH:10][CH:11]=2)=[CH:13][C:14]1=[O:20])[CH3:19]. The yield is 0.370.